From a dataset of Full USPTO retrosynthesis dataset with 1.9M reactions from patents (1976-2016). Predict the reactants needed to synthesize the given product. (1) Given the product [Cl:24][C:14]1[C:15]([F:23])=[CH:16][CH:17]=[C:18]([O:19][CH:20]([F:21])[F:22])[C:13]=1[C@H:11]([C:10]1[C:4]2[C:5](=[N:6][CH:7]=[C:2]([C:42]3[CH:41]=[N:40][N:39]([CH2:38][C@@H:36]([OH:37])[CH2:35][OH:34])[C:43]=3[CH3:44])[CH:3]=2)[NH:8][CH:9]=1)[CH3:12].[ClH:62], predict the reactants needed to synthesize it. The reactants are: Br[C:2]1[CH:3]=[C:4]2[C:10]([C@@H:11]([C:13]3[C:18]([O:19][CH:20]([F:22])[F:21])=[CH:17][CH:16]=[C:15]([F:23])[C:14]=3[Cl:24])[CH3:12])=[CH:9][N:8](C(OC(C)(C)C)=O)[C:5]2=[N:6][CH:7]=1.CC1(C)[O:37][C@H:36]([CH2:38][N:39]2[C:43]([CH3:44])=[C:42](B3OC(C)(C)C(C)(C)O3)[CH:41]=[N:40]2)[CH2:35][O:34]1.C([O-])([O-])=O.[K+].[K+].O.[ClH:62].CCOCC. (2) Given the product [F:11][C:10]1[C:5]2[C:4]([O:20][C:21]3[CH:26]=[CH:25][CH:24]=[C:23]([N+:27]([O-:29])=[O:28])[CH:22]=3)=[N:3][C:2]([NH:36][C:33]3[CH:34]=[CH:35][N:31]([CH3:30])[N:32]=3)=[N:7][C:6]=2[N:8]([CH2:12][O:13][CH2:14][CH2:15][Si:16]([CH3:19])([CH3:18])[CH3:17])[CH:9]=1, predict the reactants needed to synthesize it. The reactants are: Cl[C:2]1[N:3]=[C:4]([O:20][C:21]2[CH:26]=[CH:25][CH:24]=[C:23]([N+:27]([O-:29])=[O:28])[CH:22]=2)[C:5]2[C:10]([F:11])=[CH:9][N:8]([CH2:12][O:13][CH2:14][CH2:15][Si:16]([CH3:19])([CH3:18])[CH3:17])[C:6]=2[N:7]=1.[CH3:30][N:31]1[CH:35]=[CH:34][C:33]([NH2:36])=[N:32]1.C([O-])([O-])=O.[Cs+].[Cs+].CC1(C)C2C(=C(P(C3C=CC=CC=3)C3C=CC=CC=3)C=CC=2)OC2C(P(C3C=CC=CC=3)C3C=CC=CC=3)=CC=CC1=2. (3) Given the product [CH3:37][O:38][C:39]1[CH:40]=[C:41]2[C:46](=[CH:47][C:48]=1[O:49][CH3:50])[N:45]=[CH:44][CH:43]=[C:42]2[O:51][C:52]1[CH:53]=[CH:54][C:55]([NH:56][C:6](=[O:8])[CH2:5][O:4][C:3]2[CH:9]=[CH:10][C:11]([Cl:13])=[CH:12][C:2]=2[Cl:1])=[CH:57][CH:58]=1, predict the reactants needed to synthesize it. The reactants are: [Cl:1][C:2]1[CH:12]=[C:11]([Cl:13])[CH:10]=[CH:9][C:3]=1[O:4][CH2:5][C:6]([OH:8])=O.Cl.C(N=C=NCCCN(C)C)C.O.ON1C2C=CC=CC=2N=N1.[CH3:37][O:38][C:39]1[CH:40]=[C:41]2[C:46](=[CH:47][C:48]=1[O:49][CH3:50])[N:45]=[CH:44][CH:43]=[C:42]2[O:51][C:52]1[CH:58]=[CH:57][C:55]([NH2:56])=[CH:54][CH:53]=1.C(=O)([O-])O.[Na+]. (4) Given the product [F:23][C:24]1[CH:32]=[C:31]2[C:27]([CH:28]=[C:29]([CH3:33])[NH:30]2)=[CH:26][C:25]=1[O:34][C:2]1[C:11]2[C:6](=[CH:7][C:8]([O:14][CH2:15][CH2:16][CH2:17][N:18]3[CH2:22][CH2:21][CH2:20][CH2:19]3)=[C:9]([O:12][CH3:13])[CH:10]=2)[N:5]=[CH:4][N:3]=1, predict the reactants needed to synthesize it. The reactants are: Cl[C:2]1[C:11]2[C:6](=[CH:7][C:8]([O:14][CH2:15][CH2:16][CH2:17][N:18]3[CH2:22][CH2:21][CH2:20][CH2:19]3)=[C:9]([O:12][CH3:13])[CH:10]=2)[N:5]=[CH:4][N:3]=1.[F:23][C:24]1[CH:32]=[C:31]2[C:27]([CH:28]=[C:29]([CH3:33])[NH:30]2)=[CH:26][C:25]=1[OH:34].C(=O)([O-])[O-].[K+].[K+].